From a dataset of Rat liver microsome stability data. Regression/Classification. Given a drug SMILES string, predict its absorption, distribution, metabolism, or excretion properties. Task type varies by dataset: regression for continuous measurements (e.g., permeability, clearance, half-life) or binary classification for categorical outcomes (e.g., BBB penetration, CYP inhibition). Dataset: rlm. (1) The compound is COc1ccc2[nH]cc(CCNCc3ccc(-c4ccc(O)cc4)o3)c2c1. The result is 1 (stable in rat liver microsomes). (2) The drug is CCN(CC)S(=O)(=O)c1ccc(N2CCCC2)c(NS(=O)(=O)c2ccc(C)cc2)c1. The result is 1 (stable in rat liver microsomes). (3) The molecule is C=C(C)[C@@H]1CC[C@]2(C(=O)NCCN3CCS(=O)(=O)CC3)CC[C@]3(C)[C@H](CC[C@@H]4[C@@]5(C)CC=C(c6ccc(C(=O)O)cc6)C(C)(C)[C@@H]5CC[C@]43C)[C@@H]12. The result is 0 (unstable in rat liver microsomes).